Task: Predict the product of the given reaction.. Dataset: Forward reaction prediction with 1.9M reactions from USPTO patents (1976-2016) Given the reactants [CH2:1]([O:3][C:4](=[O:14])[CH2:5][C:6]1[C:7]([Cl:13])=[N:8][CH:9]=[C:10](Br)[CH:11]=1)[CH3:2].CC1(C)C(C)(C)OB([C:23]2[CH:30]=[CH:29][C:28]([C:31]([F:34])([F:33])[F:32])=[CH:27][C:24]=2[CH:25]=[O:26])O1, predict the reaction product. The product is: [CH2:1]([O:3][C:4](=[O:14])[CH2:5][C:6]1[C:7]([Cl:13])=[N:8][CH:9]=[C:10]([C:23]2[CH:30]=[CH:29][C:28]([C:31]([F:34])([F:33])[F:32])=[CH:27][C:24]=2[CH:25]=[O:26])[CH:11]=1)[CH3:2].